This data is from NCI-60 drug combinations with 297,098 pairs across 59 cell lines. The task is: Regression. Given two drug SMILES strings and cell line genomic features, predict the synergy score measuring deviation from expected non-interaction effect. (1) Drug 1: CN(C)N=NC1=C(NC=N1)C(=O)N. Drug 2: C1CNP(=O)(OC1)N(CCCl)CCCl. Cell line: NCI/ADR-RES. Synergy scores: CSS=1.50, Synergy_ZIP=1.74, Synergy_Bliss=4.66, Synergy_Loewe=-1.03, Synergy_HSA=0.855. (2) Drug 1: CC1C(C(CC(O1)OC2CC(CC3=C2C(=C4C(=C3O)C(=O)C5=C(C4=O)C(=CC=C5)OC)O)(C(=O)C)O)N)O.Cl. Drug 2: CN(CC1=CN=C2C(=N1)C(=NC(=N2)N)N)C3=CC=C(C=C3)C(=O)NC(CCC(=O)O)C(=O)O. Cell line: HS 578T. Synergy scores: CSS=19.7, Synergy_ZIP=-3.68, Synergy_Bliss=0.483, Synergy_Loewe=-0.144, Synergy_HSA=0.0680.